Dataset: Full USPTO retrosynthesis dataset with 1.9M reactions from patents (1976-2016). Task: Predict the reactants needed to synthesize the given product. The reactants are: Br[C:2]1[C:3]([NH:21][CH2:22][C:23]2[C:28]([F:29])=[CH:27][CH:26]=[CH:25][C:24]=2[F:30])=[N:4][C:5]([N:8]2[CH2:13][CH2:12][CH:11]([N:14]3[CH2:19][CH2:18][CH2:17][CH:16]([CH3:20])[CH2:15]3)[CH2:10][CH2:9]2)=[N:6][CH:7]=1.OB(O)[C:33]1[CH:38]=[CH:37][C:36]([F:39])=[CH:35][C:34]=1[F:40].C(=O)([O-])O.[Na+].O. Given the product [F:30][C:24]1[CH:25]=[CH:26][CH:27]=[C:28]([F:29])[C:23]=1[CH2:22][NH:21][C:3]1[C:2]([C:33]2[CH:38]=[CH:37][C:36]([F:39])=[CH:35][C:34]=2[F:40])=[CH:7][N:6]=[C:5]([N:8]2[CH2:13][CH2:12][CH:11]([N:14]3[CH2:19][CH2:18][CH2:17][CH:16]([CH3:20])[CH2:15]3)[CH2:10][CH2:9]2)[N:4]=1, predict the reactants needed to synthesize it.